Dataset: Peptide-MHC class II binding affinity with 134,281 pairs from IEDB. Task: Regression. Given a peptide amino acid sequence and an MHC pseudo amino acid sequence, predict their binding affinity value. This is MHC class II binding data. The peptide sequence is AYEGQRVVFIQPSPV. The MHC is HLA-DQA10501-DQB10301 with pseudo-sequence HLA-DQA10501-DQB10301. The binding affinity (normalized) is 0.531.